Dataset: Reaction yield outcomes from USPTO patents with 853,638 reactions. Task: Predict the reaction yield, written as a fraction of the theoretical maximum amount of product (1.0 means a 100% yield; for example, 0.34 means a 34% yield). The reactants are [N:1]([CH2:4][C@@H:5]([CH2:12][CH:13]([CH3:15])[CH3:14])[CH2:6][C:7]([O:9]CC)=[O:8])=[N+]=[N-]. The catalyst is [Pd].CO. The product is [CH3:15][CH:13]([CH2:12][C@H:5]([CH2:4][NH2:1])[CH2:6][C:7]([OH:9])=[O:8])[CH3:14]. The yield is 0.990.